This data is from Reaction yield outcomes from USPTO patents with 853,638 reactions. The task is: Predict the reaction yield, written as a fraction of the theoretical maximum amount of product (1.0 means a 100% yield; for example, 0.34 means a 34% yield). (1) The reactants are [OH-].[K+].[Br:3][C:4]1[CH:5]=[CH:6][C:7]2[NH:8][C:9]3[C:14]([C:15]=2[CH:16]=1)=[CH:13][C:12]([Br:17])=[CH:11][CH:10]=3.[CH2:18]([CH:20]1[O:22][CH2:21]1)Br. The catalyst is CN(C=O)C. The product is [Br:17][C:12]1[CH:11]=[CH:10][C:9]2[N:8]([CH2:18][CH:20]3[CH2:21][O:22]3)[C:7]3[C:15]([C:14]=2[CH:13]=1)=[CH:16][C:4]([Br:3])=[CH:5][CH:6]=3. The yield is 0.660. (2) The reactants are [Br:1][C:2]1[C:3](=[O:8])[CH2:4][CH2:5][C:6]=1[OH:7].[CH:9](OC)(OC)OC. The catalyst is CO. The product is [Br:1][C:2]1[C:6](=[O:7])[CH2:5][CH2:4][C:3]=1[O:8][CH3:9]. The yield is 0.980. (3) The reactants are [CH2:1]([C:5]1[N:6]=[C:7]([CH3:27])[NH:8][C:9](=[O:26])[C:10]=1[CH2:11][C:12]1[CH:17]=[CH:16][C:15]([C:18]2[C:19]([C:24]#[N:25])=[CH:20][CH:21]=[CH:22][CH:23]=2)=[CH:14][CH:13]=1)[CH2:2][CH2:3][CH3:4].N(C(N1CCCCC1)=O)=NC(N1CCCCC1)=O.C(P(CCCC)CCCC)CCC.[N:59]1[CH:64]=[CH:63][N:62]=[CH:61][C:60]=1[CH2:65]O. The catalyst is C(OCC)(=O)C.O1CCCC1. The product is [CH2:1]([C:5]1[N:6]=[C:7]([CH3:27])[N:8]([CH2:65][C:60]2[CH:61]=[N:62][CH:63]=[CH:64][N:59]=2)[C:9](=[O:26])[C:10]=1[CH2:11][C:12]1[CH:17]=[CH:16][C:15]([C:18]2[C:19]([C:24]#[N:25])=[CH:20][CH:21]=[CH:22][CH:23]=2)=[CH:14][CH:13]=1)[CH2:2][CH2:3][CH3:4]. The yield is 0.690. (4) The yield is 0.760. The catalyst is C1COCC1. The reactants are Br[CH2:2][CH2:3][N:4]1[C:8]([CH2:9]Br)=[CH:7][C:6]([N+:11]([O-:13])=[O:12])=[N:5]1.[NH3:14]. The product is [N+:11]([C:6]1[CH:7]=[C:8]2[CH2:9][NH:14][CH2:2][CH2:3][N:4]2[N:5]=1)([O-:13])=[O:12]. (5) The reactants are [OH:1][C:2]1[C:11]([CH3:12])=[C:10]2[C:5]([C:6](=[O:20])[C:7]([CH3:19])=[C:8]([CH:13]3[CH2:18][CH2:17][NH:16][CH2:15][CH2:14]3)[O:9]2)=[CH:4][CH:3]=1.N1C=CC=CC=1.[C:27](Cl)(=[O:31])[O:28][CH2:29][CH3:30]. The catalyst is CN(C)C=O. The product is [OH:1][C:2]1[C:11]([CH3:12])=[C:10]2[C:5]([C:6](=[O:20])[C:7]([CH3:19])=[C:8]([CH:13]3[CH2:18][CH2:17][N:16]([C:27]([O:28][CH2:29][CH3:30])=[O:31])[CH2:15][CH2:14]3)[O:9]2)=[CH:4][CH:3]=1. The yield is 0.690. (6) The catalyst is C1COCC1. The product is [N:10]([CH2:30][C@H:29]([CH3:32])[C@H:28]([C@H:33]1[CH2:37][O:36][C:35]([CH3:39])([CH3:38])[N:34]1[C:40]([O:42][C:43]([CH3:46])([CH3:45])[CH3:44])=[O:41])[O:27][Si:20]([C:23]([CH3:26])([CH3:25])[CH3:24])([CH3:22])[CH3:21])=[N+:11]=[N-:12]. The yield is 0.860. The reactants are C1C=CC(OP(OC2C=CC=CC=2)([N:10]=[N+:11]=[N-:12])=O)=CC=1.[Si:20]([O:27][C@@H:28]([C@H:33]1[CH2:37][O:36][C:35]([CH3:39])([CH3:38])[N:34]1[C:40]([O:42][C:43]([CH3:46])([CH3:45])[CH3:44])=[O:41])[C@@H:29]([CH3:32])[CH2:30]O)([C:23]([CH3:26])([CH3:25])[CH3:24])([CH3:22])[CH3:21].N(C(OC(C)C)=O)=NC(OC(C)C)=O.C1C=CC(P(C2C=CC=CC=2)C2C=CC=CC=2)=CC=1.